From a dataset of Forward reaction prediction with 1.9M reactions from USPTO patents (1976-2016). Predict the product of the given reaction. Given the reactants Cl[C:2]1[N:10]([CH2:11][O:12][CH2:13][CH2:14][Si:15]([CH3:18])([CH3:17])[CH3:16])[C:9]2[C:4](=[N:5][C:6]([C:20]3[CH:25]=[CH:24][C:23]([C:26]4([CH2:29][OH:30])[CH2:28][CH2:27]4)=[CH:22][CH:21]=3)=[C:7]([Cl:19])[CH:8]=2)[CH:3]=1.[I:31][C:32]1[CH:33]=[C:34]([OH:39])[CH:35]=[CH:36][C:37]=1[CH3:38].C([O-])([O-])=O.[Cs+].[Cs+], predict the reaction product. The product is: [Cl:19][C:7]1[CH:8]=[C:9]2[N:10]([CH2:11][O:12][CH2:13][CH2:14][Si:15]([CH3:17])([CH3:16])[CH3:18])[C:2]([O:39][C:34]3[CH:35]=[CH:36][C:37]([CH3:38])=[C:32]([I:31])[CH:33]=3)=[CH:3][C:4]2=[N:5][C:6]=1[C:20]1[CH:21]=[CH:22][C:23]([C:26]2([CH2:29][OH:30])[CH2:28][CH2:27]2)=[CH:24][CH:25]=1.